This data is from Forward reaction prediction with 1.9M reactions from USPTO patents (1976-2016). The task is: Predict the product of the given reaction. (1) Given the reactants [CH:1]1[C:6]([C:7]2[C:16](=[O:17])[C:15]3[CH:14]=[CH:13][C:12]([O:18][C@@H:19]4[O:24][C@H:23]([CH2:25][OH:26])[C@@H:22]([OH:27])[C@H:21]([OH:28])[C@H:20]4[OH:29])=[CH:11][C:10]=3[O:9][CH:8]=2)=[CH:5][CH:4]=[C:3]([OH:30])[CH:2]=1.[CH:31]1[C:36]([C:37]2[C:46](=[O:47])[C:45]3[C:44]([OH:48])=[CH:43][C:42]([O:49][C@@H:50]4[O:55][C@H:54]([CH2:56][OH:57])[C@@H:53]([OH:58])[C@H:52]([OH:59])[C@H:51]4[OH:60])=[CH:41][C:40]=3[O:39][CH:38]=2)=[CH:35][CH:34]=[C:33]([OH:61])[CH:32]=1, predict the reaction product. The product is: [CH:5]1[C:6]([C:7]2[C:16](=[O:17])[C:15]3[CH:14]=[CH:13][C:12]([O:18][C@@H:19]4[O:24][C@H:23]([CH2:25][OH:26])[C@@H:22]([OH:27])[C@H:21]([OH:28])[C@H:20]4[OH:29])=[CH:11][C:10]=3[O:9][CH:8]=2)=[CH:1][CH:2]=[C:3]([OH:30])[CH:4]=1.[CH:35]1[C:36]([C:37]2[C:46](=[O:47])[C:45]3[C:44]([OH:48])=[CH:43][C:42]([O:49][C@@H:50]4[O:55][C@H:54]([CH2:56][OH:57])[C@@H:53]([OH:58])[C@H:52]([OH:59])[C@H:51]4[OH:60])=[CH:41][C:40]=3[O:39][CH:38]=2)=[CH:31][CH:32]=[C:33]([OH:61])[CH:34]=1.[CH:5]1[C:6]([C:7]2[C:16](=[O:17])[C:15]3[CH:14]=[CH:13][C:12]([OH:18])=[CH:11][C:10]=3[O:9][CH:8]=2)=[CH:1][CH:2]=[C:3]([OH:30])[CH:4]=1.[CH:1]1[C:6]([C:7]2[C:16](=[O:17])[C:15]3[C:14]([OH:39])=[CH:13][C:12]([OH:18])=[CH:11][C:10]=3[O:9][CH:8]=2)=[CH:5][CH:4]=[C:3]([OH:30])[CH:2]=1. (2) Given the reactants S(OC)(O[CH3:5])(=O)=O.[F:8][C:9]1[CH:14]=[C:13]([F:15])[CH:12]=[CH:11][C:10]=1[N:16]1[C:24](=[O:25])[C:23]2[C@@H:22]3[C:26]([CH3:28])([CH3:27])[C@@:19]([CH3:29])([CH2:20][CH2:21]3)[C:18]=2[NH:17]1, predict the reaction product. The product is: [F:8][C:9]1[CH:14]=[C:13]([F:15])[CH:12]=[CH:11][C:10]=1[N:16]1[C:24](=[O:25])[C:23]2[C@@H:22]3[C:26]([CH3:28])([CH3:27])[C@@:19]([CH3:29])([CH2:20][CH2:21]3)[C:18]=2[N:17]1[CH3:5]. (3) Given the reactants [C:1]([C:3]([NH:6][C:7]([C:9]1[C:10]2[CH2:11][C@H:12]3[CH2:24][C@H:13]3[C:14]=2[N:15]([C:17]2[CH:22]=[C:21](Br)[CH:20]=[CH:19][N:18]=2)[N:16]=1)=[O:8])([CH3:5])[CH3:4])#[N:2].[Cl-:25].[Li+], predict the reaction product. The product is: [C:1]([C:3]([NH:6][C:7]([C:9]1[C:10]2[CH2:11][C@H:12]3[CH2:24][C@H:13]3[C:14]=2[N:15]([C:17]2[CH:22]=[C:21]([Cl:25])[CH:20]=[CH:19][N:18]=2)[N:16]=1)=[O:8])([CH3:5])[CH3:4])#[N:2]. (4) Given the reactants [NH2:1][CH2:2][C:3]1[N:8]=[C:7]([N:9]([CH2:17][C:18]([O:20][C:21]([CH3:24])([CH3:23])[CH3:22])=[O:19])[C:10]([O:12][C:13]([CH3:16])([CH3:15])[CH3:14])=[O:11])[CH:6]=[CH:5][CH:4]=1.[S:25]1[CH:29]=[CH:28][CH:27]=[C:26]1[S:30](Cl)(=[O:32])=[O:31], predict the reaction product. The product is: [C:13]([O:12][C:10]([N:9]([CH2:17][C:18]([O:20][C:21]([CH3:24])([CH3:23])[CH3:22])=[O:19])[C:7]1[CH:6]=[CH:5][CH:4]=[C:3]([CH:2]([S:30]([C:26]2[S:25][CH:29]=[CH:28][CH:27]=2)(=[O:32])=[O:31])[NH2:1])[N:8]=1)=[O:11])([CH3:16])([CH3:15])[CH3:14]. (5) The product is: [Br:14][C:9]1[C:10]2[C:5](=[CH:4][C:3]([O:2][CH3:1])=[CH:12][CH:11]=2)[CH:6]=[CH:7][C:8]=1[NH2:13]. Given the reactants [CH3:1][O:2][C:3]1[CH:4]=[C:5]2[C:10](=[CH:11][CH:12]=1)[CH:9]=[C:8]([NH2:13])[CH:7]=[CH:6]2.[Br:14]N1C(=O)CCC1=O, predict the reaction product.